This data is from Forward reaction prediction with 1.9M reactions from USPTO patents (1976-2016). The task is: Predict the product of the given reaction. (1) The product is: [ClH:29].[NH:18]1[CH2:19][CH2:20][CH2:21][C@H:16]([N:15]2[C:7]3=[C:8]4[S:14][CH:13]=[CH:12][C:9]4=[N:10][CH:11]=[C:6]3[N:5]=[C:4]2[C@H:2]([OH:1])[CH3:3])[CH2:17]1. Given the reactants [OH:1][C@@H:2]([C:4]1[N:15]([C@H:16]2[CH2:21][CH2:20][CH2:19][N:18](C(OC(C)(C)C)=O)[CH2:17]2)[C:7]2=[C:8]3[S:14][CH:13]=[CH:12][C:9]3=[N:10][CH:11]=[C:6]2[N:5]=1)[CH3:3].[ClH:29].O1CCOCC1, predict the reaction product. (2) Given the reactants [OH-].[Na+].Cl.[C:4]([C:8]([C:11]([O:14][CH:15]([C:17]([O:20][CH2:21][C:22]([C:25]([OH:27])=[O:26])([F:24])[F:23])([F:19])[F:18])[F:16])([F:13])[F:12])([F:10])[F:9])([F:7])([F:6])[F:5].[NH3:28], predict the reaction product. The product is: [C:4]([C:8]([C:11]([O:14][CH:15]([C:17]([O:20][CH2:21][C:22]([C:25]([O-:27])=[O:26])([F:24])[F:23])([F:19])[F:18])[F:16])([F:13])[F:12])([F:10])[F:9])([F:7])([F:6])[F:5].[NH4+:28]. (3) Given the reactants [OH:1][C:2]1[CH:7]=[CH:6][C:5]([C:8]2[CH:13]=[CH:12][CH:11]=[CH:10][CH:9]=2)=[CH:4][CH:3]=1.C1(C)C(S(O)(=O)=O)=CC=CC=1.[CH3:25][O:26][C:27](OC)(C)C.C([O-])(O)=O.[Na+].[OH-].[Na+], predict the reaction product. The product is: [CH3:25][O:26][CH2:27][O:1][C:2]1[CH:3]=[CH:4][C:5]([C:8]2[CH:13]=[CH:12][CH:11]=[CH:10][CH:9]=2)=[CH:6][CH:7]=1. (4) Given the reactants [NH2:1][CH2:2][C:3]([NH:5][CH:6]([CH2:10][CH3:11])[C:7]([OH:9])=[O:8])=[O:4].CCN(C(C)C)C(C)C.[C:21](N1C=CN=C1)(N1C=CN=C1)=[S:22], predict the reaction product. The product is: [O:4]=[C:3]1[N:5]([CH:6]([CH2:10][CH3:11])[C:7]([OH:9])=[O:8])[C:21](=[S:22])[NH:1][CH2:2]1. (5) Given the reactants Cl.Cl.[N:3]12[CH2:11][CH2:10][CH:7]([CH2:8][CH2:9]1)[NH:6][CH2:5][CH2:4]2.[CH:12]1[C:21]2[C:16](=[CH:17][CH:18]=[CH:19][CH:20]=2)[CH:15]=[CH:14][C:13]=1[C:22]1[NH:26][N:25]=[C:24]([C:27](O)=[O:28])[CH:23]=1, predict the reaction product. The product is: [CH:12]1[C:21]2[C:16](=[CH:17][CH:18]=[CH:19][CH:20]=2)[CH:15]=[CH:14][C:13]=1[C:22]1[NH:26][N:25]=[C:24]([C:27]([N:6]2[CH:7]3[CH2:10][CH2:11][N:3]([CH2:9][CH2:8]3)[CH2:4][CH2:5]2)=[O:28])[CH:23]=1. (6) Given the reactants C([O:3][C:4](=[O:40])[C:5]1[CH:10]=[CH:9][C:8]([NH:11][C:12]2[C:13](=[O:39])[N:14]([CH3:38])[CH:15]=[C:16]([C:18]3[CH:23]=[CH:22][CH:21]=[C:20]([NH:24][C:25](=[O:36])[C:26]4[CH:31]=[CH:30][C:29]([C:32]([CH3:35])([CH3:34])[CH3:33])=[CH:28][CH:27]=4)[C:19]=3[CH3:37])[CH:17]=2)=[CH:7][CH:6]=1)C.[OH-].[Na+], predict the reaction product. The product is: [C:32]([C:29]1[CH:28]=[CH:27][C:26]([C:25]([NH:24][C:20]2[C:19]([CH3:37])=[C:18]([C:16]3[CH:17]=[C:12]([NH:11][C:8]4[CH:9]=[CH:10][C:5]([C:4]([OH:40])=[O:3])=[CH:6][CH:7]=4)[C:13](=[O:39])[N:14]([CH3:38])[CH:15]=3)[CH:23]=[CH:22][CH:21]=2)=[O:36])=[CH:31][CH:30]=1)([CH3:35])([CH3:33])[CH3:34].